Regression. Given two drug SMILES strings and cell line genomic features, predict the synergy score measuring deviation from expected non-interaction effect. From a dataset of NCI-60 drug combinations with 297,098 pairs across 59 cell lines. (1) Drug 1: C1=CN(C(=O)N=C1N)C2C(C(C(O2)CO)O)O.Cl. Drug 2: C1=CC=C(C(=C1)C(C2=CC=C(C=C2)Cl)C(Cl)Cl)Cl. Cell line: CAKI-1. Synergy scores: CSS=30.7, Synergy_ZIP=1.52, Synergy_Bliss=2.05, Synergy_Loewe=-15.0, Synergy_HSA=1.60. (2) Drug 1: COC1=C2C(=CC3=C1OC=C3)C=CC(=O)O2. Drug 2: C(CN)CNCCSP(=O)(O)O. Cell line: SNB-19. Synergy scores: CSS=-10.0, Synergy_ZIP=4.48, Synergy_Bliss=2.66, Synergy_Loewe=-4.56, Synergy_HSA=-4.85. (3) Drug 1: CNC(=O)C1=NC=CC(=C1)OC2=CC=C(C=C2)NC(=O)NC3=CC(=C(C=C3)Cl)C(F)(F)F. Drug 2: CC(C)NC(=O)C1=CC=C(C=C1)CNNC.Cl. Cell line: LOX IMVI. Synergy scores: CSS=11.0, Synergy_ZIP=-2.84, Synergy_Bliss=-3.33, Synergy_Loewe=-0.215, Synergy_HSA=-0.927. (4) Drug 1: C1=NC2=C(N1)C(=S)N=C(N2)N. Drug 2: C1C(C(OC1N2C=NC3=C2NC=NCC3O)CO)O. Cell line: HCT116. Synergy scores: CSS=36.1, Synergy_ZIP=-1.60, Synergy_Bliss=-4.05, Synergy_Loewe=-9.68, Synergy_HSA=-2.58. (5) Drug 1: C1C(C(OC1N2C=C(C(=O)NC2=O)F)CO)O. Drug 2: C(CN)CNCCSP(=O)(O)O. Cell line: OVCAR-5. Synergy scores: CSS=16.5, Synergy_ZIP=-8.78, Synergy_Bliss=-0.963, Synergy_Loewe=-20.3, Synergy_HSA=-0.637.